From a dataset of Catalyst prediction with 721,799 reactions and 888 catalyst types from USPTO. Predict which catalyst facilitates the given reaction. (1) Reactant: OP([O-])(O)=O.OP([O-])([O-])=O.[Na+].[Na+].[Na+].[Cl-].[Cl-].[K+].[K+].Cl.Cl.C(N=C=NCCCN(C)C)C.Cl.[NH2:32][CH2:33][CH2:34][C:35]1[CH:42]=[CH:41][C:39]([OH:40])=[C:37]([OH:38])[CH:36]=1. Product: [NH2:32][CH2:33][CH2:34][C:35]1[CH:42]=[CH:41][C:39]([OH:40])=[C:37]([OH:38])[CH:36]=1. The catalyst class is: 21. (2) Reactant: [C:1]([C:3]1[CH:4]([C:18]2[CH:23]=[CH:22][C:21]([CH3:24])=[CH:20][CH:19]=2)[C:5]([C:14]([O:16][CH3:17])=[O:15])=[C:6]([CH3:13])[NH:7][C:8]=1[CH2:9][CH:10]([CH3:12])[CH3:11])#[N:2].[N+]([O-])([O-])=O.[NH4+].[Ce]. Product: [C:1]([C:3]1[C:8]([CH2:9][CH:10]([CH3:12])[CH3:11])=[N:7][C:6]([CH3:13])=[C:5]([C:4]=1[C:18]1[CH:19]=[CH:20][C:21]([CH3:24])=[CH:22][CH:23]=1)[C:14]([O:16][CH3:17])=[O:15])#[N:2]. The catalyst class is: 95. (3) Reactant: [NH2:1][C:2]1[C:3]([CH3:24])=[C:4]([CH:20]=[C:21]([F:23])[CH:22]=1)[CH2:5][N:6]1[CH2:11][CH2:10][N:9]([C:12]([O:14][C:15]([CH3:18])([CH3:17])[CH3:16])=[O:13])[C@@H:8]([CH3:19])[CH2:7]1.[C:25]([C:27]1[CH:28]=[C:29]([CH:33]=[CH:34][CH:35]=1)[C:30](Cl)=[O:31])#[N:26].CCN(C(C)C)C(C)C. Product: [C:25]([C:27]1[CH:28]=[C:29]([CH:33]=[CH:34][CH:35]=1)[C:30]([NH:1][C:2]1[C:3]([CH3:24])=[C:4]([CH:20]=[C:21]([F:23])[CH:22]=1)[CH2:5][N:6]1[CH2:11][CH2:10][N:9]([C:12]([O:14][C:15]([CH3:18])([CH3:17])[CH3:16])=[O:13])[C@@H:8]([CH3:19])[CH2:7]1)=[O:31])#[N:26]. The catalyst class is: 2. (4) Reactant: [CH:1]1([C:4]2[N:8]([CH:9]3[CH2:14][CH2:13][NH:12][CH2:11][CH2:10]3)[N:7]=[CH:6][C:5]=2[C:15]([O:17][CH3:18])=[O:16])[CH2:3][CH2:2]1.C(N(CC)CC)C.[CH:26]([N:29]=[C:30]=[O:31])([CH3:28])[CH3:27]. Product: [CH:1]1([C:4]2[N:8]([CH:9]3[CH2:10][CH2:11][N:12]([C:30](=[O:31])[NH:29][CH:26]([CH3:28])[CH3:27])[CH2:13][CH2:14]3)[N:7]=[CH:6][C:5]=2[C:15]([O:17][CH3:18])=[O:16])[CH2:2][CH2:3]1. The catalyst class is: 22. (5) Reactant: [Cl:1][C:2]1[CH:7]=[CH:6][C:5]([OH:8])=[C:4]([F:9])[CH:3]=1.CC(C)([O-])C.[K+].[F:16][C:17]1[CH:18]=[C:19]([CH:22]=[CH:23][C:24]=1F)[C:20]#[N:21].O. Product: [Cl:1][C:2]1[CH:7]=[CH:6][C:5]([O:8][C:24]2[CH:23]=[CH:22][C:19]([C:20]#[N:21])=[CH:18][C:17]=2[F:16])=[C:4]([F:9])[CH:3]=1. The catalyst class is: 16. (6) Reactant: [BH4-].[Na+].[Cl:3][C:4]1[C:5]([O:29][C:30](=[O:34])[N:31]([CH3:33])[CH3:32])=[CH:6][C:7]2[O:12][C:11](=[O:13])[C:10]([CH2:14][C:15]3[CH:20]=[CH:19][CH:18]=[C:17]([N+:21]([O-:23])=[O:22])[CH:16]=3)=[C:9]([CH2:24][C:25](=[O:27])[CH3:26])[C:8]=2[CH:28]=1.O. Product: [Cl:3][C:4]1[C:5]([O:29][C:30](=[O:34])[N:31]([CH3:33])[CH3:32])=[CH:6][C:7]2[O:12][C:11](=[O:13])[C:10]([CH2:14][C:15]3[CH:20]=[CH:19][CH:18]=[C:17]([N+:21]([O-:23])=[O:22])[CH:16]=3)=[C:9]([CH2:24][CH:25]([OH:27])[CH3:26])[C:8]=2[CH:28]=1. The catalyst class is: 1. (7) Reactant: [C:1]([C:4]1[C:5]([C:27]2[CH:28]=[N:29][C:30]([C:33]([F:36])([F:35])[F:34])=[CH:31][CH:32]=2)=[CH:6][C:7]([CH2:10][NH:11][C:12]([C@@H:14]2[CH2:18][C@@H:17]([F:19])[CH2:16][N:15]2[C:20]([O:22][C:23]([CH3:26])([CH3:25])[CH3:24])=[O:21])=[O:13])=[N:8][CH:9]=1)(=O)[NH2:2].C(OC(C(F)(F)F)=O)(C(F)(F)F)=O. Product: [C:1]([C:4]1[C:5]([C:27]2[CH:28]=[N:29][C:30]([C:33]([F:35])([F:36])[F:34])=[CH:31][CH:32]=2)=[CH:6][C:7]([CH2:10][NH:11][C:12]([C@@H:14]2[CH2:18][C@@H:17]([F:19])[CH2:16][N:15]2[C:20]([O:22][C:23]([CH3:26])([CH3:25])[CH3:24])=[O:21])=[O:13])=[N:8][CH:9]=1)#[N:2]. The catalyst class is: 46. (8) Reactant: Br[CH2:2][CH2:3][CH2:4][CH2:5][O:6][C:7]1[CH:16]=[C:15]2[C:10]([CH2:11][CH2:12][CH2:13][O:14]2)=[CH:9][CH:8]=1.[OH:17][C:18]1[C:23]([CH3:24])=[C:22]([OH:25])[CH:21]=[CH:20][C:19]=1[C:26](=[O:31])[CH2:27][CH:28]([CH3:30])[CH3:29].C(=O)([O-])[O-].[K+].[K+]. Product: [O:14]1[C:15]2[C:10](=[CH:9][CH:8]=[C:7]([O:6][CH2:5][CH2:4][CH2:3][CH2:2][O:25][C:22]3[CH:21]=[CH:20][C:19]([C:26](=[O:31])[CH2:27][CH:28]([CH3:30])[CH3:29])=[C:18]([OH:17])[C:23]=3[CH3:24])[CH:16]=2)[CH2:11][CH2:12][CH2:13]1. The catalyst class is: 21. (9) Reactant: C(OC([N:8]1[CH2:12][CH2:11][CH2:10][C@@H:9]1[CH2:13][O:14][C:15]1[CH:20]=[CH:19][C:18]([O:21][C:22]2[CH:27]=[CH:26][C:25]([C:28]3[S:29][CH:30]=[CH:31][N:32]=3)=[CH:24][CH:23]=2)=[CH:17][CH:16]=1)=O)(C)(C)C.[ClH:33]. Product: [ClH:33].[NH:8]1[CH2:12][CH2:11][CH2:10][C@@H:9]1[CH2:13][O:14][C:15]1[CH:20]=[CH:19][C:18]([O:21][C:22]2[CH:27]=[CH:26][C:25]([C:28]3[S:29][CH:30]=[CH:31][N:32]=3)=[CH:24][CH:23]=2)=[CH:17][CH:16]=1. The catalyst class is: 12. (10) Reactant: [F:1][CH:2]([F:27])[C:3]1[C:4]([O:16][C@H:17]2[CH2:22][CH2:21][C@@H:20]([C:23]([F:26])([F:25])[F:24])[CH2:19][CH2:18]2)=[CH:5][CH:6]=[C:7]2[C:12]=1[CH:11]=[C:10]([CH:13](O)[CH3:14])[CH:9]=[CH:8]2.P(Br)(Br)[Br:29]. Product: [Br:29][CH:13]([C:10]1[CH:11]=[C:12]2[C:7]([CH:6]=[CH:5][C:4]([O:16][C@H:17]3[CH2:22][CH2:21][C@@H:20]([C:23]([F:26])([F:25])[F:24])[CH2:19][CH2:18]3)=[C:3]2[CH:2]([F:27])[F:1])=[CH:8][CH:9]=1)[CH3:14]. The catalyst class is: 49.